Predict which catalyst facilitates the given reaction. From a dataset of Catalyst prediction with 721,799 reactions and 888 catalyst types from USPTO. (1) Reactant: C([Li])CCC.C(NC(C)C)(C)C.[F:13][C:14]1[CH:15]=[C:16]([C:20]([F:23])([F:22])[F:21])[CH:17]=[CH:18][CH:19]=1.[CH3:24][S:25]SC. Product: [F:13][C:14]1[CH:19]=[CH:18][CH:17]=[C:16]([C:20]([F:21])([F:22])[F:23])[C:15]=1[S:25][CH3:24]. The catalyst class is: 20. (2) Reactant: [C:1]1([S:7]([N:10]2[C:18]3[C:13](=[C:14]([C:19]([F:22])([F:21])[F:20])[CH:15]=[CH:16][CH:17]=3)[CH:12]=[CH:11]2)(=[O:9])=[O:8])[CH:6]=[CH:5][CH:4]=[CH:3][CH:2]=1.[Li][CH2:24]CCC.CI.O. Product: [CH3:24][C:11]1[N:10]([S:7]([C:1]2[CH:2]=[CH:3][CH:4]=[CH:5][CH:6]=2)(=[O:9])=[O:8])[C:18]2[C:13]([CH:12]=1)=[C:14]([C:19]([F:21])([F:22])[F:20])[CH:15]=[CH:16][CH:17]=2. The catalyst class is: 1. (3) Reactant: [C:1]([OH:7])([C:3]([F:6])([F:5])[F:4])=[O:2].C(OC([NH:15][C@H:16]1[C:24]2[C:19](=[C:20]([F:29])[CH:21]=[C:22]([C:25]([O:27][CH3:28])=[O:26])[CH:23]=2)[CH2:18][CH2:17]1)=O)(C)(C)C. Product: [F:4][C:3]([F:6])([F:5])[C:1]([OH:7])=[O:2].[NH2:15][C@H:16]1[C:24]2[C:19](=[C:20]([F:29])[CH:21]=[C:22]([C:25]([O:27][CH3:28])=[O:26])[CH:23]=2)[CH2:18][CH2:17]1. The catalyst class is: 2. (4) The catalyst class is: 12. Reactant: [O:1]=[C:2]1[CH:19]=[C:18]([CH:20]2[CH2:25][CH2:24][N:23](C(OC(C)(C)C)=O)[CH2:22][CH2:21]2)[N:5]2[N:6]=[C:7]3[C:12]([C:11]([N:13]4[N:17]=[CH:16][CH:15]=[N:14]4)=[CH:10][CH:9]=[CH:8]3)=[C:4]2[NH:3]1.[ClH:33]. Product: [ClH:33].[NH:23]1[CH2:22][CH2:21][CH:20]([C:18]2[N:5]3[N:6]=[C:7]4[C:12]([C:11]([N:13]5[N:17]=[CH:16][CH:15]=[N:14]5)=[CH:10][CH:9]=[CH:8]4)=[C:4]3[NH:3][C:2](=[O:1])[CH:19]=2)[CH2:25][CH2:24]1. (5) Reactant: [O:1]=[C:2]([N:20]1[CH2:24][CH2:23][CH2:22][CH2:21]1)[CH:3]([NH:12][C:13](=[O:19])[O:14][C:15]([CH3:18])([CH3:17])[CH3:16])[C:4](=O)[C:5]1[CH:10]=[CH:9][N:8]=[CH:7][CH:6]=1.CCN(CC)CC.Cl.[NH2:33][OH:34]. Product: [C:15]([O:14][C:13]([NH:12][CH:3]([C:4](=[N:33][OH:34])[C:5]1[CH:10]=[CH:9][N:8]=[CH:7][CH:6]=1)[C:2]([N:20]1[CH2:24][CH2:23][CH2:22][CH2:21]1)=[O:1])=[O:19])([CH3:18])([CH3:17])[CH3:16]. The catalyst class is: 12.